From a dataset of NCI-60 drug combinations with 297,098 pairs across 59 cell lines. Regression. Given two drug SMILES strings and cell line genomic features, predict the synergy score measuring deviation from expected non-interaction effect. Drug 1: CC(C1=C(C=CC(=C1Cl)F)Cl)OC2=C(N=CC(=C2)C3=CN(N=C3)C4CCNCC4)N. Drug 2: CCN(CC)CCNC(=O)C1=C(NC(=C1C)C=C2C3=C(C=CC(=C3)F)NC2=O)C. Cell line: SR. Synergy scores: CSS=56.5, Synergy_ZIP=5.40, Synergy_Bliss=4.76, Synergy_Loewe=-21.6, Synergy_HSA=2.28.